Dataset: Full USPTO retrosynthesis dataset with 1.9M reactions from patents (1976-2016). Task: Predict the reactants needed to synthesize the given product. (1) The reactants are: [Cl:1][C:2]1([Cl:38])[C@H:6]([O:7][Si](C(C)C)(C(C)C)C(C)C)[C@@H:5]([CH2:18][O:19][Si](C(C)C)(C(C)C)C(C)C)[O:4][C@H:3]1[N:30]1[CH:35]=[CH:34][C:33](=[O:36])[NH:32][C:31]1=[O:37].F.F.F.C(N(CC)CC)C. Given the product [Cl:38][C:2]1([Cl:1])[C@H:6]([OH:7])[C@@H:5]([CH2:18][OH:19])[O:4][C@H:3]1[N:30]1[CH:35]=[CH:34][C:33](=[O:36])[NH:32][C:31]1=[O:37], predict the reactants needed to synthesize it. (2) Given the product [OH:26][N:21]1[CH:20]=[CH:25][CH:24]=[CH:23][CH:22]1[NH:1][CH2:2][CH2:3][N:4]1[C:12]2[C:7](=[CH:8][C:9]([C:13]([O:15][CH2:16][CH3:17])=[O:14])=[CH:10][CH:11]=2)[CH:6]=[N:5]1, predict the reactants needed to synthesize it. The reactants are: [NH2:1][CH2:2][CH2:3][N:4]1[C:12]2[C:7](=[CH:8][C:9]([C:13]([O:15][CH2:16][CH3:17])=[O:14])=[CH:10][CH:11]=2)[CH:6]=[N:5]1.Cl.Cl[C:20]1[CH:25]=[CH:24][CH:23]=[CH:22][N+:21]=1[O-:26].C(=O)(O)[O-].[Na+]. (3) Given the product [Br:7][C:8]1[CH:9]=[C:10]([CH2:11][OH:12])[CH:14]=[C:15]([O:17][C:18]([F:20])([F:21])[F:19])[CH:16]=1, predict the reactants needed to synthesize it. The reactants are: [H-].[H-].[H-].[H-].[Li+].[Al+3].[Br:7][C:8]1[CH:9]=[C:10]([CH:14]=[C:15]([O:17][C:18]([F:21])([F:20])[F:19])[CH:16]=1)[C:11](O)=[O:12]. (4) Given the product [C:19]([O:18][C:16]([NH:13][CH2:12][C:11]1[CH:10]=[CH:9][C:8]([NH:7][C:5]([C@@H:3]2[CH2:4][C@H:2]2[CH3:1])=[O:6])=[CH:15][CH:14]=1)=[O:17])([CH3:22])([CH3:21])[CH3:20], predict the reactants needed to synthesize it. The reactants are: [CH3:1][C@@H:2]1[CH2:4][C@H:3]1[C:5]([NH:7][C:8]1[CH:15]=[CH:14][C:11]([C:12]#[N:13])=[CH:10][CH:9]=1)=[O:6].[C:16](O[C:16]([O:18][C:19]([CH3:22])([CH3:21])[CH3:20])=[O:17])([O:18][C:19]([CH3:22])([CH3:21])[CH3:20])=[O:17]. (5) Given the product [C:1]1([C:7]2[S:11][CH:10]=[C:9]([CH:12]=[O:13])[CH:8]=2)[CH:6]=[CH:5][CH:4]=[CH:3][CH:2]=1, predict the reactants needed to synthesize it. The reactants are: [C:1]1([C:7]2[S:11][CH:10]=[C:9]([CH:12](C3C=C(OC)C(OC)=C(OC)C=3)[OH:13])[CH:8]=2)[CH:6]=[CH:5][CH:4]=[CH:3][CH:2]=1.[H-].[H-].[H-].[H-].[Li+].[Al+3]. (6) Given the product [ClH:40].[NH2:7][C@H:8]([CH2:31][C:32]1[CH:37]=[CH:36][CH:35]=[CH:34][C:33]=1[F:38])[CH2:9][C:10]([NH:12][C:13]1[C:14](=[O:30])[NH:15][C:16]2[C:21]([C:22]=1[C:23]1[CH:28]=[CH:27][C:26]([F:29])=[CH:25][CH:24]=1)=[CH:20][CH:19]=[CH:18][CH:17]=2)=[O:11], predict the reactants needed to synthesize it. The reactants are: C(OC(=O)[NH:7][C@H:8]([CH2:31][C:32]1[CH:37]=[CH:36][CH:35]=[CH:34][C:33]=1[F:38])[CH2:9][C:10]([NH:12][C:13]1[C:14](=[O:30])[NH:15][C:16]2[C:21]([C:22]=1[C:23]1[CH:28]=[CH:27][C:26]([F:29])=[CH:25][CH:24]=1)=[CH:20][CH:19]=[CH:18][CH:17]=2)=[O:11])(C)(C)C.[ClH:40]. (7) Given the product [F:20][C:16]1[CH:15]=[C:14]([CH:6]([NH:5][C:3]([CH2:2][NH:1][C:27]([C:23]2[S:24][CH:25]=[CH:26][C:22]=2[CH3:21])=[O:28])=[O:4])[C:7]2[CH:12]=[CH:11][CH:10]=[C:9]([F:13])[CH:8]=2)[CH:19]=[CH:18][CH:17]=1, predict the reactants needed to synthesize it. The reactants are: [NH2:1][CH2:2][C:3]([NH:5][CH:6]([C:14]1[CH:19]=[CH:18][CH:17]=[C:16]([F:20])[CH:15]=1)[C:7]1[CH:12]=[CH:11][CH:10]=[C:9]([F:13])[CH:8]=1)=[O:4].[CH3:21][C:22]1[CH:26]=[CH:25][S:24][C:23]=1[C:27](O)=[O:28].